This data is from Full USPTO retrosynthesis dataset with 1.9M reactions from patents (1976-2016). The task is: Predict the reactants needed to synthesize the given product. Given the product [ClH:48].[CH3:1][N:2]1[C:7]2[CH:8]=[CH:9][CH:10]=[C:11]([CH2:12][CH2:13][N:30]3[CH2:31][CH2:32][N:27]([C:23]4[CH:22]=[CH:21][CH:20]=[C:19]5[C:24]=4[CH:25]=[CH:26][C:17]([CH3:16])=[N:18]5)[CH2:28][C@H:29]3[CH3:33])[C:6]=2[O:5][CH2:4][C:3]1=[O:15], predict the reactants needed to synthesize it. The reactants are: [CH3:1][N:2]1[C:7]2[CH:8]=[CH:9][CH:10]=[C:11]([CH2:12][CH:13]=O)[C:6]=2[O:5][CH2:4][C:3]1=[O:15].[CH3:16][C:17]1[CH:26]=[CH:25][C:24]2[C:19](=[CH:20][CH:21]=[CH:22][C:23]=2[N:27]2[CH2:32][CH2:31][NH:30][C@H:29]([CH3:33])[CH2:28]2)[N:18]=1.C(O[BH-](OC(=O)C)OC(=O)C)(=O)C.[Na+].[Cl:48]CCCl.